This data is from Forward reaction prediction with 1.9M reactions from USPTO patents (1976-2016). The task is: Predict the product of the given reaction. (1) Given the reactants [CH2:1]([NH:3][CH2:4][C:5]1[CH:10]=[CH:9][C:8]([CH2:11][N:12]2[CH2:17][CH2:16][N:15]([C:18]3[C:23]([C:24]([O:26][CH:27]([CH3:29])[CH3:28])=[O:25])=[CH:22][CH:21]=[CH:20][N:19]=3)[CH2:14][CH2:13]2)=[CH:7][CH:6]=1)[CH3:2].[CH:30]([C:32]1[CH:37]=[CH:36][CH:35]=[CH:34][C:33]=1[S:38]([N:41]([CH3:43])[CH3:42])(=[O:40])=[O:39])=O.C(O)(=O)C.C([BH3-])#N.[Na+], predict the reaction product. The product is: [CH3:42][N:41]([CH3:43])[S:38]([C:33]1[CH:34]=[CH:35][CH:36]=[CH:37][C:32]=1[CH2:30][N:3]([CH2:4][C:5]1[CH:10]=[CH:9][C:8]([CH2:11][N:12]2[CH2:13][CH2:14][N:15]([C:18]3[C:23]([C:24]([O:26][CH:27]([CH3:28])[CH3:29])=[O:25])=[CH:22][CH:21]=[CH:20][N:19]=3)[CH2:16][CH2:17]2)=[CH:7][CH:6]=1)[CH2:1][CH3:2])(=[O:40])=[O:39]. (2) Given the reactants [C:1]([O:5][C:6]([NH:8][C@H:9]([C:13]([OH:15])=[O:14])[CH:10]([CH3:12])[CH3:11])=[O:7])([CH3:4])([CH3:3])[CH3:2].C(=O)([O-])[O-].[Cs+:20].[Cs+], predict the reaction product. The product is: [C:1]([O:5][C:6]([NH:8][C@@H:9]([CH:10]([CH3:12])[CH3:11])[C:13]([O-:15])=[O:14])=[O:7])([CH3:4])([CH3:3])[CH3:2].[Cs+:20]. (3) Given the reactants O=[C:2]1[C:23]2[C:18](=[CH:19][CH:20]=[CH:21][CH:22]=2)[C:5]2([CH2:10][CH2:9][N:8]([C:11]([O:13][C:14]([CH3:17])([CH3:16])[CH3:15])=[O:12])[CH2:7][CH2:6]2)[CH2:4][CH2:3]1.Cl.[NH2:25][OH:26].O.O.O.C([O-])(=O)C.[Na+], predict the reaction product. The product is: [OH:26][N:25]=[C:2]1[C:23]2[C:18](=[CH:19][CH:20]=[CH:21][CH:22]=2)[C:5]2([CH2:10][CH2:9][N:8]([C:11]([O:13][C:14]([CH3:17])([CH3:16])[CH3:15])=[O:12])[CH2:7][CH2:6]2)[CH2:4][CH2:3]1. (4) Given the reactants [CH2:1]([O:4][C:5]1[C:16]([O:17][CH3:18])=[C:15]([NH:19][C:20](=[O:57])[C:21]2[CH:26]=[CH:25][C:24]([NH:27][C:28](=[O:50])[C:29]3[CH:34]=[CH:33][C:32]([NH:35][C:36](=[O:49])[C@@H:37]([NH:41]C(OC(C)(C)C)=O)[CH2:38][C:39]#[N:40])=[CH:31][CH:30]=3)=[C:23]([O:51][CH3:52])[C:22]=2[O:53][CH2:54][CH:55]=[CH2:56])[CH:14]=[CH:13][C:6]=1[C:7]([O:9][CH2:10][CH:11]=[CH2:12])=[O:8])[CH:2]=[CH2:3].Cl, predict the reaction product. The product is: [CH2:1]([O:4][C:5]1[C:16]([O:17][CH3:18])=[C:15]([NH:19][C:20](=[O:57])[C:21]2[CH:26]=[CH:25][C:24]([NH:27][C:28](=[O:50])[C:29]3[CH:30]=[CH:31][C:32]([NH:35][C:36](=[O:49])[C@@H:37]([NH2:41])[CH2:38][C:39]#[N:40])=[CH:33][CH:34]=3)=[C:23]([O:51][CH3:52])[C:22]=2[O:53][CH2:54][CH:55]=[CH2:56])[CH:14]=[CH:13][C:6]=1[C:7]([O:9][CH2:10][CH:11]=[CH2:12])=[O:8])[CH:2]=[CH2:3]. (5) Given the reactants [Br:1][C:2]1[N:7]=[C:6]([C@:8]([NH:18][S@](C(C)(C)C)=O)([CH2:14][CH2:15][O:16][CH3:17])[C:9]([F:13])([F:12])[CH2:10][OH:11])[C:5]([F:25])=[CH:4][CH:3]=1.Cl.C(OCC)C.N, predict the reaction product. The product is: [NH2:18][C@@:8]([C:6]1[C:5]([F:25])=[CH:4][CH:3]=[C:2]([Br:1])[N:7]=1)([CH2:14][CH2:15][O:16][CH3:17])[C:9]([F:12])([F:13])[CH2:10][OH:11]. (6) The product is: [Br:14][C:15]1[CH:20]=[CH:19][C:18]([C@@H:21]([N:23]2[CH2:29][CH2:28][CH2:27][C@:26]([CH2:36][CH2:37][C:38]([OH:3])=[O:39])([C:30]3[CH:31]=[CH:32][CH:33]=[CH:34][CH:35]=3)[NH:25][C:24]2=[O:40])[CH3:22])=[CH:17][CH:16]=1. Given the reactants CC(C)=[O:3].OS(O)(=O)=O.O=[Cr](=O)=O.[Br:14][C:15]1[CH:20]=[CH:19][C:18]([C@@H:21]([N:23]2[CH2:29][CH2:28][CH2:27][C@:26]([CH2:36][CH2:37][CH2:38][OH:39])([C:30]3[CH:35]=[CH:34][CH:33]=[CH:32][CH:31]=3)[NH:25][C:24]2=[O:40])[CH3:22])=[CH:17][CH:16]=1.CC(O)C, predict the reaction product. (7) Given the reactants [F:1][C:2]1[CH:3]=[C:4]([CH:44]=[C:45]([F:47])[CH:46]=1)[CH2:5][C:6]1[CH:7]=[C:8]2[C:12](=[CH:13][CH:14]=1)[NH:11][N:10]=[C:9]2[NH:15][C:16]([C:18]1[CH:23]=[CH:22][C:21]([N:24]2[CH2:29][CH2:28][N:27]([CH3:30])[CH2:26][CH2:25]2)=[CH:20][C:19]=1[NH:31][CH2:32][CH:33]1[CH2:36][N:35](C(OC(C)(C)C)=O)[CH2:34]1)=[O:17].C(O)(C(F)(F)F)=O, predict the reaction product. The product is: [NH:35]1[CH2:34][CH:33]([CH2:32][NH:31][C:19]2[CH:20]=[C:21]([N:24]3[CH2:25][CH2:26][N:27]([CH3:30])[CH2:28][CH2:29]3)[CH:22]=[CH:23][C:18]=2[C:16]([NH:15][C:9]2[C:8]3[C:12](=[CH:13][CH:14]=[C:6]([CH2:5][C:4]4[CH:3]=[C:2]([F:1])[CH:46]=[C:45]([F:47])[CH:44]=4)[CH:7]=3)[NH:11][N:10]=2)=[O:17])[CH2:36]1.